This data is from Forward reaction prediction with 1.9M reactions from USPTO patents (1976-2016). The task is: Predict the product of the given reaction. (1) Given the reactants [C:1]([CH2:3]P(=O)(OCC)OCC)#[N:2].[H-].[Na+].[CH3:14][C:15]1[CH:20]=[CH:19][C:18]([C:21](=O)[CH3:22])=[CH:17][CH:16]=1, predict the reaction product. The product is: [C:15]1([CH3:14])[CH:20]=[CH:19][C:18](/[C:21](/[CH3:22])=[CH:3]/[C:1]#[N:2])=[CH:17][CH:16]=1. (2) Given the reactants [C:1]([O:4][C@H:5]1[CH2:10][CH2:9][C@H:8]2[C@H:11]3[C@H:21]([CH2:22][CH2:23][C@:6]12[CH3:7])[C@:19]1([CH3:20])[C:14]([CH2:15][C:16](=[O:24])[CH2:17][CH2:18]1)=[CH:13][C@H:12]3[CH3:25])(=[O:3])[CH3:2].[BH4-].[Na+].C(O)(=O)C, predict the reaction product. The product is: [C:1]([O:4][C@H:5]1[CH2:10][CH2:9][C@H:8]2[C@H:11]3[C@H:21]([CH2:22][CH2:23][C@:6]12[CH3:7])[C@:19]1([CH3:20])[C:14]([CH2:15][C@@H:16]([OH:24])[CH2:17][CH2:18]1)=[CH:13][C@H:12]3[CH3:25])(=[O:3])[CH3:2]. (3) Given the reactants [N:1]1[CH:6]=[CH:5][C:4]([N:7]2[CH2:16][CH2:15][CH:10]([C:11](OC)=[O:12])[CH2:9][CH2:8]2)=[CH:3][CH:2]=1.[H-].[Al+3].[Li+].[H-].[H-].[H-], predict the reaction product. The product is: [N:1]1[CH:6]=[CH:5][C:4]([N:7]2[CH2:8][CH2:9][CH:10]([CH2:11][OH:12])[CH2:15][CH2:16]2)=[CH:3][CH:2]=1. (4) Given the reactants [CH3:1][C:2]1[N:3]([C:8]2[CH:13]=[C:12]([CH3:14])[C:11](Br)=[C:10]([CH3:16])[N:9]=2)[C:4]([CH3:7])=[CH:5][CH:6]=1.[OH-:17].[K+].O, predict the reaction product. The product is: [CH3:1][C:2]1[N:3]([C:8]2[CH:13]=[C:12]([CH3:14])[C:11]([OH:17])=[C:10]([CH3:16])[N:9]=2)[C:4]([CH3:7])=[CH:5][CH:6]=1. (5) Given the reactants [Cl:1][C:2]1[C:3]2[N:12]([C:13]3[C:18]([F:19])=[CH:17][CH:16]=[CH:15][C:14]=3[F:20])[N:11]=[C:10]([C:21]3[CH:22]=[C:23]([CH2:26][C:27]#[N:28])[S:24][CH:25]=3)[C:4]=2[C:5]([O:8]C)=[N:6][CH:7]=1.[I-].[Na+].Cl[Si](C)(C)C.C(=O)([O-])O.[Na+], predict the reaction product. The product is: [Cl:1][C:2]1[C:3]2[N:12]([C:13]3[C:18]([F:19])=[CH:17][CH:16]=[CH:15][C:14]=3[F:20])[N:11]=[C:10]([C:21]3[CH:22]=[C:23]([CH2:26][C:27]#[N:28])[S:24][CH:25]=3)[C:4]=2[C:5](=[O:8])[NH:6][CH:7]=1.